Task: Predict the product of the given reaction.. Dataset: Forward reaction prediction with 1.9M reactions from USPTO patents (1976-2016) (1) Given the reactants [C:1]1(=[O:6])[O:5][CH2:4][CH2:3][CH2:2]1.[C:7]1(=O)O[CH2:9][CH2:8]1, predict the reaction product. The product is: [CH2:9]([CH:2]1[CH2:3][CH2:4][O:5][C:1]1=[O:6])[CH:8]=[CH2:7]. (2) Given the reactants CCN(C(C)C)C(C)C.[OH:10][C:11]1[CH:12]=[CH:13][CH:14]=[C:15]2[C:20]=1[O:19][C:18](=[O:21])[C:17]([C:22]([OH:24])=O)=[CH:16]2.CN(C(ON1N=NC2C=CC=NC1=2)=[N+](C)C)C.F[P-](F)(F)(F)(F)F.[N:49]1[O:53][N:52]=[C:51]2[CH:54]=[C:55]([C:58]3[CH:59]=[C:60]([NH2:64])[CH:61]=[CH:62][CH:63]=3)[CH:56]=[CH:57][C:50]=12, predict the reaction product. The product is: [N:49]1[O:53][N:52]=[C:51]2[CH:54]=[C:55]([C:58]3[CH:59]=[C:60]([NH:64][C:22]([C:17]4[C:18](=[O:21])[O:19][C:20]5[C:15]([CH:16]=4)=[CH:14][CH:13]=[CH:12][C:11]=5[OH:10])=[O:24])[CH:61]=[CH:62][CH:63]=3)[CH:56]=[CH:57][C:50]=12.